Dataset: Catalyst prediction with 721,799 reactions and 888 catalyst types from USPTO. Task: Predict which catalyst facilitates the given reaction. (1) Reactant: [Cl:1][C:2]1[C:3]([CH3:12])=[C:4]([S:8](Cl)(=[O:10])=[O:9])[CH:5]=[CH:6][CH:7]=1.N1C=CC=CC=1.[NH2:19][C:20]1[CH:38]=[C:37]([Cl:39])[C:23]([CH2:24][CH:25]2[CH2:29][CH2:28][N:27]([CH:30]3[CH2:35][CH2:34][CH2:33][CH2:32][CH2:31]3)[C:26]2=[O:36])=[C:22]([Cl:40])[CH:21]=1. Product: [Cl:1][C:2]1[C:3]([CH3:12])=[C:4]([S:8]([NH:19][C:20]2[CH:38]=[C:37]([Cl:39])[C:23]([CH2:24][CH:25]3[CH2:29][CH2:28][N:27]([CH:30]4[CH2:35][CH2:34][CH2:33][CH2:32][CH2:31]4)[C:26]3=[O:36])=[C:22]([Cl:40])[CH:21]=2)(=[O:10])=[O:9])[CH:5]=[CH:6][CH:7]=1. The catalyst class is: 2. (2) Reactant: [OH:1][C:2]1[CH:10]=[CH:9][C:8]([C:11]2[N:12]([C:27]([O:29][C:30]([CH3:33])([CH3:32])[CH3:31])=[O:28])[C:13]3[C:18]([CH:19]=2)=[CH:17][C:16]([CH2:20][N:21]2[CH2:26][CH2:25][CH2:24][CH2:23][CH2:22]2)=[CH:15][CH:14]=3)=[C:7]2[C:3]=1[CH2:4][NH:5][C:6]2=[O:34].C(N(CC)CC)C.[Cl:42][C:43]1[CH:48]=[CH:47][CH:46]=[CH:45][C:44]=1[S:49](Cl)(=[O:51])=[O:50]. Product: [Cl:42][C:43]1[CH:48]=[CH:47][CH:46]=[CH:45][C:44]=1[S:49]([O:1][C:2]1[CH:10]=[CH:9][C:8]([C:11]2[N:12]([C:27]([O:29][C:30]([CH3:31])([CH3:33])[CH3:32])=[O:28])[C:13]3[C:18]([CH:19]=2)=[CH:17][C:16]([CH2:20][N:21]2[CH2:26][CH2:25][CH2:24][CH2:23][CH2:22]2)=[CH:15][CH:14]=3)=[C:7]2[C:3]=1[CH2:4][NH:5][C:6]2=[O:34])(=[O:51])=[O:50]. The catalyst class is: 10. (3) Reactant: [NH2:1][C:2]1[N:6]([C:7]2[CH:8]=[CH:9][C:10]([Cl:14])=[C:11]([OH:13])[CH:12]=2)[N:5]=[C:4]([C:15]([CH3:18])([CH3:17])[CH3:16])[CH:3]=1.[O:19]1[CH2:24][CH2:23][N:22]([CH:25](O)[CH3:26])[CH2:21][CH2:20]1.C1C=CC(P(C2C=CC=CC=2)C2C=CC=CC=2)=CC=1.CCOC(/N=N/C(OCC)=O)=O. Product: [C:15]([C:4]1[CH:3]=[C:2]([NH2:1])[N:6]([C:7]2[CH:8]=[CH:9][C:10]([Cl:14])=[C:11]([O:13][CH2:26][CH2:25][N:22]3[CH2:23][CH2:24][O:19][CH2:20][CH2:21]3)[CH:12]=2)[N:5]=1)([CH3:18])([CH3:17])[CH3:16]. The catalyst class is: 20. (4) Reactant: [Cl:1][C:2]1[N:3]=[C:4]([C:9]([NH:11][C:12]2[CH:17]=[CH:16][C:15]([C:18]3[O:19][CH:20]=[C:21]([C:23]([O:25]C)=[O:24])[N:22]=3)=[CH:14][C:13]=2[CH3:27])=[O:10])[NH:5][C:6]=1[CH2:7][CH3:8].[OH-].[Li+].[CH3:30]O. Product: [Cl:1][C:2]1[N:3]=[C:4]([C:9]([NH:11][C:12]2[CH:17]=[CH:16][C:15]([C:18]3[O:19][C:20]([CH3:30])=[C:21]([C:23]([OH:25])=[O:24])[N:22]=3)=[CH:14][C:13]=2[CH3:27])=[O:10])[NH:5][C:6]=1[CH2:7][CH3:8]. The catalyst class is: 7. (5) Reactant: [C:1]([O:5][CH2:6][CH3:7])(=[O:4])[CH:2]=[CH2:3].[Cl:8][C:9]1[CH:10]=[C:11]([C:19]2[O:23][N:22]=[C:21]([C:24]3[CH:29]=[N:28][CH:27]=[C:26]4[NH:30][CH:31]=[CH:32][C:25]=34)[N:20]=2)[CH:12]=[CH:13][C:14]=1[O:15][CH:16]([CH3:18])[CH3:17].N12CCCN=C1CCCCC2. Product: [Cl:8][C:9]1[CH:10]=[C:11]([C:19]2[O:23][N:22]=[C:21]([C:24]3[CH:29]=[N:28][CH:27]=[C:26]4[N:30]([CH2:3][CH2:2][C:1]([O:5][CH2:6][CH3:7])=[O:4])[CH:31]=[CH:32][C:25]=34)[N:20]=2)[CH:12]=[CH:13][C:14]=1[O:15][CH:16]([CH3:18])[CH3:17]. The catalyst class is: 10. (6) Reactant: [CH3:1][CH2:2][O:3][C:4]1[C:5]([NH2:10])=[CH:6][CH:7]=[CH:8][CH:9]=1.Cl[C:12]1[C:13]2[CH:20]=[C:19]([CH2:21][CH3:22])[S:18][C:14]=2[N:15]=[CH:16][N:17]=1.[OH-].[NH4+].O. Product: [CH2:2]([O:3][C:4]1[CH:9]=[CH:8][CH:7]=[CH:6][C:5]=1[NH:10][C:12]1[C:13]2[CH:20]=[C:19]([CH2:21][CH3:22])[S:18][C:14]=2[N:15]=[CH:16][N:17]=1)[CH3:1]. The catalyst class is: 41.